Dataset: Full USPTO retrosynthesis dataset with 1.9M reactions from patents (1976-2016). Task: Predict the reactants needed to synthesize the given product. (1) Given the product [NH2:1][C:2]1[CH:3]=[C:4]2[C:8](=[CH:9][CH:10]=1)[N:7]([CH2:11][C@H:12]([O:14][Si:22]([C:25]([CH3:28])([CH3:27])[CH3:26])([CH3:24])[CH3:23])[CH3:13])[N:6]=[C:5]2[C:15]#[N:16], predict the reactants needed to synthesize it. The reactants are: [NH2:1][C:2]1[CH:3]=[C:4]2[C:8](=[CH:9][CH:10]=1)[N:7]([CH2:11][C@H:12]([OH:14])[CH3:13])[N:6]=[C:5]2[C:15]#[N:16].N1C=CN=C1.[Si:22](Cl)([C:25]([CH3:28])([CH3:27])[CH3:26])([CH3:24])[CH3:23]. (2) The reactants are: C([O-])C.[Na+].C(OC(=O)[N:9]=[S:10]([CH2:13][C:14]1[CH:19]=[C:18]([O:20][CH3:21])[N:17]=[C:16]([NH:22][C:23]2[CH:28]=[C:27]([C:29]3[CH:34]=[CH:33][C:32]([F:35])=[CH:31][C:30]=3[O:36][CH3:37])[C:26]([F:38])=[CH:25][N:24]=2)[CH:15]=1)([CH3:12])=[O:11])C. Given the product [F:38][C:26]1[C:27]([C:29]2[CH:34]=[CH:33][C:32]([F:35])=[CH:31][C:30]=2[O:36][CH3:37])=[CH:28][C:23]([NH:22][C:16]2[CH:15]=[C:14]([CH2:13][S:10]([CH3:12])(=[NH:9])=[O:11])[CH:19]=[C:18]([O:20][CH3:21])[N:17]=2)=[N:24][CH:25]=1, predict the reactants needed to synthesize it. (3) Given the product [Cl:43][C:27]1[CH:28]=[CH:29][C:30]([C:32](=[O:42])[NH:33][CH2:34][C:35]2[CH:40]=[CH:39][CH:38]=[C:37]([Cl:41])[CH:36]=2)=[CH:31][C:26]=1[NH:25][C:24]([C:22]1[C:21](=[O:45])[NH:20][C:18]2[N:19]=[C:14]([N:11]3[CH2:10][CH2:9][CH:8]([NH2:7])[CH2:13][CH2:12]3)[N:15]=[CH:16][C:17]=2[CH:23]=1)=[O:44], predict the reactants needed to synthesize it. The reactants are: C(OC(=O)[NH:7][CH:8]1[CH2:13][CH2:12][N:11]([C:14]2[N:15]=[CH:16][C:17]3[CH:23]=[C:22]([C:24](=[O:44])[NH:25][C:26]4[CH:31]=[C:30]([C:32](=[O:42])[NH:33][CH2:34][C:35]5[CH:40]=[CH:39][CH:38]=[C:37]([Cl:41])[CH:36]=5)[CH:29]=[CH:28][C:27]=4[Cl:43])[C:21](=[O:45])[NH:20][C:18]=3[N:19]=2)[CH2:10][CH2:9]1)(C)(C)C.Cl.O1CCOCC1. (4) Given the product [Cl:2][C:3]1[CH:4]=[C:5]2[C:9](=[CH:10][CH:11]=1)[NH:8][C:7]([C:12]([NH:14][C@@H:15]1[CH2:20][CH2:19][CH2:18][CH2:17][C@@H:16]1[NH:21][C:22]([C:24]1[S:25][C:26]3[CH2:27][N:28]([S:41]([CH3:40])(=[O:43])=[O:42])[CH2:29][CH2:30][C:31]=3[N:32]=1)=[O:23])=[O:13])=[CH:6]2, predict the reactants needed to synthesize it. The reactants are: Cl.[Cl:2][C:3]1[CH:4]=[C:5]2[C:9](=[CH:10][CH:11]=1)[NH:8][C:7]([C:12]([NH:14][C@@H:15]1[CH2:20][CH2:19][CH2:18][CH2:17][C@@H:16]1[NH:21][C:22]([C:24]1[S:25][C:26]3[CH2:27][NH:28][CH2:29][CH2:30][C:31]=3[N:32]=1)=[O:23])=[O:13])=[CH:6]2.C(N(CC)CC)C.[CH3:40][S:41](Cl)(=[O:43])=[O:42]. (5) Given the product [C:26]1([C:36]2[CH:41]=[CH:40][CH:39]=[CH:38][CH:37]=2)[CH:31]=[CH:30][C:29]([S:32]([NH:1][C:4]2[CH:12]=[C:11]3[C:10](=[CH:6][CH:5]=2)[N:9]([CH2:13][C:14]([NH:16][C@H:17]([C:22]([OH:24])=[O:23])[CH2:18][CH:19]([CH3:21])[CH3:20])=[O:15])[CH:8]=[CH:7]3)(=[O:34])=[O:33])=[CH:28][CH:27]=1, predict the reactants needed to synthesize it. The reactants are: [N+:1]([C:4]1[CH:5]=[C:6]2[C:10](=[CH:11][CH:12]=1)[N:9]([CH2:13][C:14]([NH:16][C@H:17]([C:22]([O:24]C)=[O:23])[CH2:18][CH:19]([CH3:21])[CH3:20])=[O:15])[CH:8]=[CH:7]2)([O-])=O.[C:26]1([C:36]2[CH:41]=[CH:40][CH:39]=[CH:38][CH:37]=2)[CH:31]=[CH:30][C:29]([S:32](Cl)(=[O:34])=[O:33])=[CH:28][CH:27]=1.